Regression. Given a peptide amino acid sequence and an MHC pseudo amino acid sequence, predict their binding affinity value. This is MHC class I binding data. From a dataset of Peptide-MHC class I binding affinity with 185,985 pairs from IEDB/IMGT. (1) The peptide sequence is FEADPLSPQ. The MHC is HLA-A29:02 with pseudo-sequence HLA-A29:02. The binding affinity (normalized) is 0.0847. (2) The MHC is HLA-A68:02 with pseudo-sequence HLA-A68:02. The peptide sequence is TIAVITETI. The binding affinity (normalized) is 0.847. (3) The peptide sequence is YIFFASFYY. The MHC is HLA-A68:02 with pseudo-sequence HLA-A68:02. The binding affinity (normalized) is 0.0624.